Dataset: Reaction yield outcomes from USPTO patents with 853,638 reactions. Task: Predict the reaction yield, written as a fraction of the theoretical maximum amount of product (1.0 means a 100% yield; for example, 0.34 means a 34% yield). (1) The reactants are F[C:2]1[CH:7]=[C:6]([O:8][CH3:9])[CH:5]=[CH:4][C:3]=1[C:10]1[NH:19][C:18](=[O:20])[C:17]2[C:12](=[CH:13][C:14]([O:23][CH3:24])=[CH:15][C:16]=2[O:21][CH3:22])[N:11]=1.[CH3:25][N:26]1[CH2:31][CH2:30][CH:29]([NH2:32])[CH2:28][CH2:27]1.C[Si]([N-][Si](C)(C)C)(C)C.[Li+]. The catalyst is C1COCC1.O. The product is [CH3:22][O:21][C:16]1[CH:15]=[C:14]([O:23][CH3:24])[CH:13]=[C:12]2[C:17]=1[C:18](=[O:20])[NH:19][C:10]([C:3]1[CH:4]=[CH:5][C:6]([O:8][CH3:9])=[CH:7][C:2]=1[NH:32][CH:29]1[CH2:30][CH2:31][N:26]([CH3:25])[CH2:27][CH2:28]1)=[N:11]2. The yield is 0.0400. (2) The reactants are [CH3:1][N:2]1[CH:6]=[C:5]([CH2:7][C:8]([O-:10])=[O:9])[C:4]([O:11][CH2:12][C:13]2[CH:18]=[CH:17][C:16]([O:19][CH2:20][CH2:21][C:22]3[N:23]=[C:24]([C:28]4[CH:33]=[CH:32][CH:31]=[CH:30][CH:29]=4)[O:25][C:26]=3[CH3:27])=[CH:15][CH:14]=2)=[N:3]1.[OH-].[Na+].O1CCCC1.Cl. The product is [CH3:1][N:2]1[CH:6]=[C:5]([CH2:7][C:8]([OH:10])=[O:9])[C:4]([O:11][CH2:12][C:13]2[CH:14]=[CH:15][C:16]([O:19][CH2:20][CH2:21][C:22]3[N:23]=[C:24]([C:28]4[CH:29]=[CH:30][CH:31]=[CH:32][CH:33]=4)[O:25][C:26]=3[CH3:27])=[CH:17][CH:18]=2)=[N:3]1. The yield is 0.910. The catalyst is C(O)C. (3) The catalyst is CCOC(C)=O. The yield is 0.780. The reactants are [C:1](=[O:10])([O:7][CH:8]=[CH2:9])[O:2][CH2:3][CH2:4][CH2:5][OH:6].C(N(CC)CC)C.[CH3:18][Si:19](Cl)([CH3:21])[CH3:20]. The product is [C:1](=[O:10])([O:7][CH:8]=[CH2:9])[O:2][CH2:3][CH2:4][CH2:5][O:6][Si:19]([CH3:21])([CH3:20])[CH3:18].